From a dataset of Full USPTO retrosynthesis dataset with 1.9M reactions from patents (1976-2016). Predict the reactants needed to synthesize the given product. (1) Given the product [C:1]1([S:7]([N:10]2[C:14]3[CH:15]=[N:16][C:17]([C:32]#[N:33])=[C:18]([O:19][CH:20]4[CH2:21][CH2:22][N:23]([CH2:26][CH2:27][S:28]([CH3:31])(=[O:30])=[O:29])[CH2:24][CH2:25]4)[C:13]=3[C:12]3[CH:34]=[CH:35][CH:36]=[N:37][C:11]2=3)(=[O:9])=[O:8])[CH:2]=[CH:3][CH:4]=[CH:5][CH:6]=1, predict the reactants needed to synthesize it. The reactants are: [C:1]1([S:7]([N:10]2[C:14]3[CH:15]=[N:16][C:17]([C:32]#[N:33])=[C:18]([O:19][CH:20]4[CH2:25][CH2:24][N:23]([CH2:26][CH2:27][S:28]([CH3:31])(=[O:30])=[O:29])[CH2:22][CH2:21]4)[C:13]=3[C:12]3[CH:34]=[C:35](Br)[CH:36]=[N:37][C:11]2=3)(=[O:9])=[O:8])[CH:6]=[CH:5][CH:4]=[CH:3][CH:2]=1.C(N(CC)CC)C. (2) Given the product [CH2:71]([O:70][C:67]1[CH:66]=[CH:65][C:64]([N:58]2[C:59]([CH2:60][CH2:61][CH2:62][CH3:63])=[C:55]([C:52]3[CH:53]=[CH:54][C:49]([C:47]([OH:48])=[O:46])=[CH:50][C:51]=3[C:80]([N:82]3[CH2:91][CH2:90][C:89]4[C:84](=[CH:85][CH:86]=[CH:87][CH:88]=4)[CH2:83]3)=[O:81])[C:56]([C:75]([O:77][CH2:78][CH3:79])=[O:76])=[N:57]2)=[CH:69][CH:68]=1)[CH2:72][CH2:73][CH3:74], predict the reactants needed to synthesize it. The reactants are: C(C1N(C2C=CC=CC=2)N=C(C(OCC)=O)C=1C1C=CC(C(O)=O)=CC=1C(N1CCC2C(=CC=CC=2)C1)=O)CCC.C([O:46][C:47]([C:49]1[CH:54]=[CH:53][C:52]([C:55]2[C:56]([C:75]([O:77][CH2:78][CH3:79])=[O:76])=[N:57][N:58]([C:64]3[CH:69]=[CH:68][C:67]([O:70][CH2:71][CH2:72][CH2:73][CH3:74])=[CH:66][CH:65]=3)[C:59]=2[CH2:60][CH2:61][CH2:62][CH3:63])=[C:51]([C:80]([N:82]2[CH2:91][CH2:90][C:89]3[C:84](=[CH:85][CH:86]=[CH:87][CH:88]=3)[CH2:83]2)=[O:81])[CH:50]=1)=[O:48])(C)(C)C. (3) Given the product [C@@H:18]([NH:17][C:9]1[CH:8]=[C:7]([CH:12]=[C:11]([O:13][CH:14]([F:16])[F:15])[N:10]=1)[C:6]([OH:22])=[O:5])([CH2:20][CH3:21])[CH3:19], predict the reactants needed to synthesize it. The reactants are: [OH-].[Na+].C([O:5][C:6](=[O:22])[C:7]1[CH:12]=[C:11]([O:13][CH:14]([F:16])[F:15])[N:10]=[C:9]([NH:17][C@H:18]([CH2:20][CH3:21])[CH3:19])[CH:8]=1)C.Cl. (4) Given the product [CH:1]12[CH2:7][CH:4]([CH2:5][CH2:6]1)[CH2:3][C@@H:2]2[NH:8][C:9]1[S:10][C:11]([CH2:16][CH:17]2[CH2:18][CH2:19][N:20]([C:23]([C:25]3[CH:26]=[C:27]([CH:39]=[CH:40][CH:41]=3)[O:28][CH2:29][CH2:30][NH:31][C:32]([C:73]3[CH:48]=[CH:49][O:50][CH:74]=3)=[O:38])=[O:24])[CH2:21][CH2:22]2)([CH3:15])[C:12](=[O:14])[N:13]=1, predict the reactants needed to synthesize it. The reactants are: [CH:1]12[CH2:7][CH:4]([CH2:5][CH2:6]1)[CH2:3][C@@H:2]2[NH:8][C:9]1[S:10][C:11]([CH2:16][CH:17]2[CH2:22][CH2:21][N:20]([C:23]([C:25]3[CH:26]=[C:27]([CH:39]=[CH:40][CH:41]=3)[O:28][CH2:29][CH2:30][NH:31][C:32](=[O:38])OC(C)(C)C)=[O:24])[CH2:19][CH2:18]2)([CH3:15])[C:12](=[O:14])[N:13]=1.NCCOC1C=[C:48]([CH:73]=[CH:74]C=1)[C:49](N1CCC(CC2(C)SC(N[C@H]3CC4CC3CC4)=NC2=O)CC1)=[O:50].O1C=CC(C(O)=O)=C1.CCN=C=NCCCN(C)C.C1C=CC2N(O)N=NC=2C=1.C(N(CC)CC)C.